Dataset: Reaction yield outcomes from USPTO patents with 853,638 reactions. Task: Predict the reaction yield, written as a fraction of the theoretical maximum amount of product (1.0 means a 100% yield; for example, 0.34 means a 34% yield). (1) The reactants are N#N.[CH2:3]([N:10]1[CH2:15][CH2:14][CH:13]([C:16]2[CH:21]=[CH:20][C:19](Br)=[CH:18][CH:17]=2)[CH2:12][CH2:11]1)[C:4]1[CH:9]=[CH:8][CH:7]=[CH:6][CH:5]=1.C([Li])CCC.[CH3:28][C:29]1[NH:30][C:31]([CH3:40])=[CH:32][C:33]=1[C:34]1[CH:39]=[CH:38][CH:37]=[CH:36][N:35]=1. The catalyst is CCCCCC.CCOCC. The product is [CH2:3]([N:10]1[CH2:15][CH2:14][CH:13]([C:16]2[CH:21]=[CH:20][C:19]([C:36]3[N:35]=[C:34]([C:33]4[CH:32]=[C:31]([CH3:40])[NH:30][C:29]=4[CH3:28])[CH:39]=[CH:38][CH:37]=3)=[CH:18][CH:17]=2)[CH2:12][CH2:11]1)[C:4]1[CH:9]=[CH:8][CH:7]=[CH:6][CH:5]=1. The yield is 0.320. (2) The reactants are C([O:3][C:4]([C:6]1[C:11]([Cl:12])=[CH:10][C:9](=[O:13])[N:8]([CH3:14])[CH:7]=1)=[O:5])C.C1COCC1.[Li+].[OH-].Cl. The catalyst is CO. The product is [Cl:12][C:11]1[C:6]([C:4]([OH:5])=[O:3])=[CH:7][N:8]([CH3:14])[C:9](=[O:13])[CH:10]=1. The yield is 0.910.